This data is from Catalyst prediction with 721,799 reactions and 888 catalyst types from USPTO. The task is: Predict which catalyst facilitates the given reaction. (1) The catalyst class is: 20. Reactant: [NH2:1][C:2]1[C:3]([C:14]([O:16]C)=[O:15])=[CH:4][C:5]([Br:13])=[C:6]2[C:11]=1[N:10]([CH3:12])[CH2:9][CH2:8][CH2:7]2.[Li+].[OH-]. Product: [NH2:1][C:2]1[C:3]([C:14]([OH:16])=[O:15])=[CH:4][C:5]([Br:13])=[C:6]2[C:11]=1[N:10]([CH3:12])[CH2:9][CH2:8][CH2:7]2. (2) Product: [NH2:7][C@H:8]([C:17]1[C:22]([C:23]2[CH:24]=[CH:25][C:26]([Cl:38])=[C:27]3[C:31]=2[N:30]([CH3:32])[N:29]=[C:28]3[NH:33][S:34]([CH3:37])(=[O:35])=[O:36])=[CH:21][CH:20]=[C:19]([C:39]#[C:40][C:41]([OH:47])([CH3:42])[CH3:44])[N:18]=1)[CH2:9][C:10]1[CH:15]=[CH:14][CH:13]=[C:12]([F:16])[CH:11]=1. The catalyst class is: 2. Reactant: C(OC(=O)[NH:7][C@H:8]([C:17]1[C:22]([C:23]2[CH:24]=[CH:25][C:26]([Cl:38])=[C:27]3[C:31]=2[N:30]([CH3:32])[N:29]=[C:28]3[NH:33][S:34]([CH3:37])(=[O:36])=[O:35])=[CH:21][CH:20]=[C:19]([C:39]#[C:40][C:41]2([OH:47])[CH2:44]C(F)(F)[CH2:42]2)[N:18]=1)[CH2:9][C:10]1[CH:15]=[CH:14][CH:13]=[C:12]([F:16])[CH:11]=1)(C)(C)C.C(O)(C(F)(F)F)=O. (3) The catalyst class is: 2. Reactant: C([O:5][C:6](=[O:36])[CH2:7][CH:8]([NH:13][C:14](=[O:35])[CH:15]([CH2:19][C:20]([N:22]1[C:34]2[CH:33]=[CH:32][CH:31]=[CH:30][C:29]=2[C:28]2[C:23]1=[CH:24][CH:25]=[CH:26][CH:27]=2)=[O:21])[CH2:16][CH2:17][CH3:18])[C:9](=[O:12])[CH2:10][F:11])(C)(C)C.C(O)(C(F)(F)F)=O. Product: [CH:33]1[C:34]2[N:22]([C:20](=[O:21])[CH2:19][CH:15]([CH2:16][CH2:17][CH3:18])[C:14]([NH:13][CH:8]([C:9](=[O:12])[CH2:10][F:11])[CH2:7][C:6]([OH:36])=[O:5])=[O:35])[C:23]3[C:28](=[CH:27][CH:26]=[CH:25][CH:24]=3)[C:29]=2[CH:30]=[CH:31][CH:32]=1. (4) Reactant: [N:1]1([C:6]2[CH:7]=[CH:8][C:9]([O:12][C:13]3[CH:14]=[C:15]([CH:30]=[CH:31][CH:32]=3)[CH:16]=[C:17]3[CH2:22][CH2:21][N:20](C(OC(C)(C)C)=O)[CH2:19][CH2:18]3)=[N:10][CH:11]=2)[CH2:5][CH2:4][CH2:3][CH2:2]1.C(O)(C(F)(F)F)=O. Product: [NH:20]1[CH2:21][CH2:22][C:17](=[CH:16][C:15]2[CH:14]=[C:13]([CH:32]=[CH:31][CH:30]=2)[O:12][C:9]2[CH:8]=[CH:7][C:6]([N:1]3[CH2:2][CH2:3][CH2:4][CH2:5]3)=[CH:11][N:10]=2)[CH2:18][CH2:19]1. The catalyst class is: 2. (5) Reactant: [CH3:1][C:2]1[N:6]([C:7]([C:20]2[CH:25]=[CH:24][CH:23]=[CH:22][CH:21]=2)([C:14]2[CH:19]=[CH:18][CH:17]=[CH:16][CH:15]=2)[C:8]2[CH:13]=[CH:12][CH:11]=[CH:10][CH:9]=2)[CH:5]=[N:4][C:3]=1[CH2:26][OH:27].I[C:29]1[N:30]([C:35]([C:48]2[CH:53]=[CH:52][CH:51]=[CH:50][CH:49]=2)([C:42]2[CH:47]=[CH:46][CH:45]=[CH:44][CH:43]=2)[C:36]2[CH:41]=[CH:40][CH:39]=[CH:38][CH:37]=2)[CH:31]=[C:32]([CH3:34])[N:33]=1.C([Mg]Br)C.[CH3:58][N:59]([CH3:72])[C:60]1[C:69]2[C:64](=[CH:65][CH:66]=[CH:67][CH:68]=2)[C:63]([CH:70]=[O:71])=[CH:62][CH:61]=1. Product: [CH3:31][N:30]([CH3:29])[C:35]1[C:42]2[C:43](=[CH:44][CH:45]=[CH:46][CH:47]=2)[C:52]([CH:26]([C:3]2[N:4]=[CH:5][N:6]([C:7]([C:14]3[CH:15]=[CH:16][CH:17]=[CH:18][CH:19]=3)([C:8]3[CH:9]=[CH:10][CH:11]=[CH:12][CH:13]=3)[C:20]3[CH:25]=[CH:24][CH:23]=[CH:22][CH:21]=3)[C:2]=2[CH3:1])[OH:27])=[CH:53][CH:48]=1.[CH3:58][N:59]([CH3:72])[C:60]1[C:69]2[C:64](=[CH:65][CH:66]=[CH:67][CH:68]=2)[C:63]([CH:70]([C:31]2[N:30]([C:35]([C:48]3[CH:53]=[CH:52][CH:51]=[CH:50][CH:49]=3)([C:36]3[CH:37]=[CH:38][CH:39]=[CH:40][CH:41]=3)[C:42]3[CH:47]=[CH:46][CH:45]=[CH:44][CH:43]=3)[CH:29]=[N:33][C:32]=2[CH3:34])[OH:71])=[CH:62][CH:61]=1. The catalyst class is: 98. (6) Reactant: [OH:1][C:2]1[CH:7]=[CH:6][CH:5]=[CH:4][C:3]=1[C:8](=[O:10])[CH3:9].[CH3:11][C:12]([CH3:14])=O.N1CCCC1. Product: [CH3:11][C:12]1([CH3:14])[CH2:9][C:8](=[O:10])[C:3]2[C:2](=[CH:7][CH:6]=[CH:5][CH:4]=2)[O:1]1. The catalyst class is: 5. (7) Reactant: [F:1][C:2]1[CH:14]=[CH:13][C:5]2[N:6]3[C:11]([CH3:12])=[CH:10][S:9][C:7]3=[N:8][C:4]=2[CH:3]=1.[CH3:15][I:16]. Product: [I-:16].[F:1][C:2]1[CH:14]=[CH:13][C:5]2[N:6]3[C:11]([CH3:12])=[CH:10][S:9][C:7]3=[N+:8]([CH3:15])[C:4]=2[CH:3]=1. The catalyst class is: 21.